This data is from Human liver microsome stability data. The task is: Regression/Classification. Given a drug SMILES string, predict its absorption, distribution, metabolism, or excretion properties. Task type varies by dataset: regression for continuous measurements (e.g., permeability, clearance, half-life) or binary classification for categorical outcomes (e.g., BBB penetration, CYP inhibition). Dataset: hlm. (1) The drug is COc1cccc(CNC(=O)c2[nH]c3nc(-c4cn[nH]c4)ccc3c2CN2CCN(C)CC2)c1. The result is 1 (stable in human liver microsomes). (2) The drug is CS(=O)(=O)Nc1ccc2c(c1)S(=O)(=O)NC(C1=C(O)[C@@H]3C4CCC(CC4)[C@@H]3N(Cc3ccco3)C1=O)=N2. The result is 0 (unstable in human liver microsomes). (3) The drug is COc1ccc(CCN2C(=O)N(NS(C)(=O)=O)CC2c2ccc(OC(C)C)cc2)cc1. The result is 1 (stable in human liver microsomes).